Dataset: Reaction yield outcomes from USPTO patents with 853,638 reactions. Task: Predict the reaction yield, written as a fraction of the theoretical maximum amount of product (1.0 means a 100% yield; for example, 0.34 means a 34% yield). (1) The reactants are [CH2:1]([O:3][C:4]([CH:6]=[N:7][NH:8][C:9]1[N:10]=[N:11][C:12]([Cl:15])=[CH:13][CH:14]=1)=[O:5])[CH3:2].C([O-])(=O)C.[Na+].[Br:21]Br. The catalyst is CC(O)=O.O. The product is [Br:21][C:6](=[N:7][NH:8][C:9]1[N:10]=[N:11][C:12]([Cl:15])=[CH:13][CH:14]=1)[C:4]([O:3][CH2:1][CH3:2])=[O:5]. The yield is 0.660. (2) The reactants are [C:1]([C:5]1[CH:6]=[C:7]2[C:12](=[C:13]([F:15])[CH:14]=1)[C:11](=[O:16])[N:10]([C:17]1[N:24]=[CH:23][CH:22]=[C:21]([C:25]3[CH:30]=[C:29]([NH:31][C:32]4[CH:44]=[C:35]5[CH2:36][N:37]([CH2:40][CH2:41][O:42][CH3:43])[CH2:38][CH2:39][N:34]5[N:33]=4)[C:28](=[O:45])[N:27]([CH3:46])[CH:26]=3)[C:18]=1[CH:19]=[O:20])[N:9]=[CH:8]2)([CH3:4])([CH3:3])[CH3:2].[BH4-].[Na+]. The catalyst is ClCCl.CO. The product is [C:1]([C:5]1[CH:6]=[C:7]2[C:12](=[C:13]([F:15])[CH:14]=1)[C:11](=[O:16])[N:10]([C:17]1[C:18]([CH2:19][OH:20])=[C:21]([C:25]3[CH:30]=[C:29]([NH:31][C:32]4[CH:44]=[C:35]5[CH2:36][N:37]([CH2:40][CH2:41][O:42][CH3:43])[CH2:38][CH2:39][N:34]5[N:33]=4)[C:28](=[O:45])[N:27]([CH3:46])[CH:26]=3)[CH:22]=[CH:23][N:24]=1)[N:9]=[CH:8]2)([CH3:4])([CH3:2])[CH3:3]. The yield is 0.270.